Dataset: Catalyst prediction with 721,799 reactions and 888 catalyst types from USPTO. Task: Predict which catalyst facilitates the given reaction. (1) Reactant: [Br:1][C:2]1[CH:7]=[CH:6][N:5]=[C:4]([C:8]([OH:10])=O)[CH:3]=1.Cl.Cl.[CH:13]1([N:17]2[CH2:23][CH2:22][CH2:21][NH:20][CH2:19][CH2:18]2)[CH2:16][CH2:15][CH2:14]1.F[P-](F)(F)(F)(F)F.Br[P+](N1CCCC1)(N1CCCC1)N1CCCC1.CCN(C(C)C)C(C)C. Product: [Br:1][C:2]1[CH:7]=[CH:6][N:5]=[C:4]([C:8]([N:20]2[CH2:21][CH2:22][CH2:23][N:17]([CH:13]3[CH2:14][CH2:15][CH2:16]3)[CH2:18][CH2:19]2)=[O:10])[CH:3]=1. The catalyst class is: 797. (2) Reactant: [O:1]1[C:5]2([CH2:10][CH2:9][CH:8]([NH:11][CH3:12])[CH2:7][CH2:6]2)[O:4][CH2:3][CH2:2]1.CCN(CC)CC.[F:20][C:21]1[CH:26]=[CH:25][C:24]([S:27](Cl)(=[O:29])=[O:28])=[CH:23][CH:22]=1. Product: [O:1]1[C:5]2([CH2:10][CH2:9][CH:8]([N:11]([CH3:12])[S:27]([C:24]3[CH:25]=[CH:26][C:21]([F:20])=[CH:22][CH:23]=3)(=[O:29])=[O:28])[CH2:7][CH2:6]2)[O:4][CH2:3][CH2:2]1. The catalyst class is: 2. (3) Reactant: [Si:1]([O:8][CH2:9][C@H:10]([CH3:30])[O:11][C:12]1[CH:13]=[C:14]([CH:19]=[C:20]([O:22][CH2:23][C:24]2[CH:29]=[CH:28][CH:27]=[CH:26][CH:25]=2)[CH:21]=1)[C:15]([O:17]C)=[O:16])([C:4]([CH3:7])([CH3:6])[CH3:5])([CH3:3])[CH3:2].O.O.[OH-].[Li+].C(O)(=O)CC(CC(O)=O)(C(O)=O)O. Product: [C:24]1([CH2:23][O:22][C:20]2[CH:19]=[C:14]([CH:13]=[C:12]([O:11][C@@H:10]([CH3:30])[CH2:9][O:8][Si:1]([C:4]([CH3:7])([CH3:6])[CH3:5])([CH3:2])[CH3:3])[CH:21]=2)[C:15]([OH:17])=[O:16])[CH:29]=[CH:28][CH:27]=[CH:26][CH:25]=1. The catalyst class is: 1. (4) Reactant: [C:1]1([C:7]2[CH:37]=[CH:36][C:10]([C:11]([N:13]3[C:19]4[CH:20]=[CH:21][CH:22]=[CH:23][C:18]=4[CH2:17][N:16]4[C:24]([C:27]([N:29]5[CH2:34][CH2:33][N:32]([CH3:35])[CH2:31][CH2:30]5)=[O:28])=[CH:25][CH:26]=[C:15]4[CH2:14]3)=[O:12])=[CH:9][C:8]=2[CH3:38])[CH2:6][CH2:5][CH2:4][CH2:3][CH:2]=1.ON1C2C=CC=CC=2N=N1.Cl.C(N=C=N)C.[CH:55]([N:58]([CH2:62]C)[CH:59](C)C)(C)[CH3:56]. Product: [C:1]1([C:7]2[CH:37]=[CH:36][C:10]([C:11]([N:13]3[C:19]4[CH:20]=[CH:21][CH:22]=[CH:23][C:18]=4[CH2:17][N:16]4[C:24]([C:27]([N:29]5[CH2:30][CH2:31][N:32]([CH2:35][CH2:56][CH2:55][N:58]([CH3:62])[CH3:59])[CH2:33][CH2:34]5)=[O:28])=[CH:25][CH:26]=[C:15]4[CH2:14]3)=[O:12])=[CH:9][C:8]=2[CH3:38])[CH2:6][CH2:5][CH2:4][CH2:3][CH:2]=1. The catalyst class is: 13. (5) Reactant: [CH:1]1([N:7]([CH2:25][CH:26]2[CH2:28][CH2:27]2)[C:8]2[N:13]=[CH:12][N:11]=[C:10]([C:14]([NH:16][C:17]3[CH:22]=[CH:21][C:20]([CH:23]=O)=[CH:19][CH:18]=3)=[O:15])[CH:9]=2)[CH2:6][CH2:5][CH2:4][CH2:3][CH2:2]1.Cl.[C:30]([O:34][C:35](=[O:38])[CH2:36][NH2:37])([CH3:33])([CH3:32])[CH3:31].C(N(CC)CC)C.C(O[BH-](OC(=O)C)OC(=O)C)(=O)C.[Na+].C(O)(=O)C. Product: [CH:1]1([N:7]([CH2:25][CH:26]2[CH2:27][CH2:28]2)[C:8]2[N:13]=[CH:12][N:11]=[C:10]([C:14]([NH:16][C:17]3[CH:18]=[CH:19][C:20]([CH2:23][NH:37][CH2:36][C:35]([O:34][C:30]([CH3:33])([CH3:32])[CH3:31])=[O:38])=[CH:21][CH:22]=3)=[O:15])[CH:9]=2)[CH2:6][CH2:5][CH2:4][CH2:3][CH2:2]1. The catalyst class is: 2. (6) Reactant: [P:1]([O-:5])([O-:4])([OH:3])=[O:2].[Ca+2:6].C(=O)([O-])[O-].[Ca+2].[P:12]([O-:16])([O-:15])([OH:14])=[O:13].[Ca+2].C(=O)([O-])[O-].[Ca+2]. Product: [O-:3][P:1]([O-:5])([O-:4])=[O:2].[O-:14][P:12]([O-:16])([O-:15])=[O:13].[Ca+2:6].[Ca+2:6].[Ca+2:6]. The catalyst class is: 6. (7) Reactant: [Cl:1][C:2]1[CH:7]=[CH:6][C:5]([S:8]([NH:11][C@H:12]([C:15]2[CH:20]=[CH:19][CH:18]=[CH:17][CH:16]=2)[CH2:13][CH3:14])(=[O:10])=[O:9])=[CH:4][CH:3]=1.Br[CH2:22][C:23]1[CH:30]=[CH:29][C:26]([C:27]#[N:28])=[CH:25][N:24]=1.C([O-])([O-])=O.[K+].[K+]. Product: [Cl:1][C:2]1[CH:7]=[CH:6][C:5]([S:8]([N:11]([CH2:22][C:23]2[CH:30]=[CH:29][C:26]([C:27]#[N:28])=[CH:25][N:24]=2)[C@H:12]([C:15]2[CH:16]=[CH:17][CH:18]=[CH:19][CH:20]=2)[CH2:13][CH3:14])(=[O:10])=[O:9])=[CH:4][CH:3]=1. The catalyst class is: 3. (8) Reactant: [C:1]([O:5][C:6]([N:8]1[CH:13]2[CH2:14][CH2:15][CH:9]1[CH2:10][C:11](=[CH:16][C:17](OCC)=[O:18])[CH2:12]2)=[O:7])([CH3:4])([CH3:3])[CH3:2].CC(C[AlH]CC(C)C)C.C(O)(C)C.O. Product: [C:1]([O:5][C:6]([N:8]1[CH:13]2[CH2:14][CH2:15][CH:9]1[CH2:10][C:11](=[CH:16][CH2:17][OH:18])[CH2:12]2)=[O:7])([CH3:4])([CH3:3])[CH3:2]. The catalyst class is: 76. (9) Reactant: [I-].C[N+]1(C)[CH2:8][CH2:7][C:6](=[O:9])[CH2:5][CH2:4]1.[C:11]([NH2:15])([CH3:14])([CH3:13])[CH3:12]. Product: [C:11]([N:15]1[CH2:8][CH2:7][C:6](=[O:9])[CH2:5][CH2:4]1)([CH3:14])([CH3:13])[CH3:12]. The catalyst class is: 72. (10) Reactant: [CH3:1][O:2][C:3]([C:5]1[C:13]2[C:8](=[N:9][CH:10]=[CH:11][CH:12]=2)[N:7]([S:14]([C:17]2[CH:22]=[CH:21][CH:20]=[CH:19][CH:18]=2)(=[O:16])=[O:15])[C:6]=1[CH3:23])=[O:4].C1C(=O)N([Br:31])C(=O)C1.CC(N=NC(C#N)(C)C)(C#N)C. Product: [CH3:1][O:2][C:3]([C:5]1[C:13]2[C:8](=[N:9][CH:10]=[CH:11][CH:12]=2)[N:7]([S:14]([C:17]2[CH:22]=[CH:21][CH:20]=[CH:19][CH:18]=2)(=[O:15])=[O:16])[C:6]=1[CH2:23][Br:31])=[O:4]. The catalyst class is: 26.